Dataset: Reaction yield outcomes from USPTO patents with 853,638 reactions. Task: Predict the reaction yield, written as a fraction of the theoretical maximum amount of product (1.0 means a 100% yield; for example, 0.34 means a 34% yield). (1) The reactants are Br[C:2]1[CH:7]=[CH:6][CH:5]=[CH:4][C:3]=1[NH:8][C:9](=[O:19])[O:10][CH:11]1[CH:16]2[CH2:17][CH2:18][N:13]([CH2:14][CH2:15]2)[CH2:12]1.[CH3:20][O:21][C:22]1[CH:23]=[C:24](B(O)O)[CH:25]=[CH:26][CH:27]=1. No catalyst specified. The product is [CH3:20][O:21][C:22]1[CH:27]=[C:26]([C:2]2[CH:7]=[CH:6][CH:5]=[CH:4][C:3]=2[NH:8][C:9](=[O:19])[O:10][CH:11]2[CH:16]3[CH2:17][CH2:18][N:13]([CH2:14][CH2:15]3)[CH2:12]2)[CH:25]=[CH:24][CH:23]=1. The yield is 0.850. (2) The reactants are C(OC(=O)[NH:7][C:8]1[CH:13]=[CH:12][CH:11]=[CH:10][C:9]=1[NH:14][C:15](=[O:32])[C:16]1[CH:21]=[CH:20][C:19]([CH:22]=[CH:23][C:24]2[N:29]=[C:28]([NH2:30])[N:27]=[C:26]([NH2:31])[N:25]=2)=[CH:18][CH:17]=1)(C)(C)C.C(O)(C(F)(F)F)=O.C([O-])(O)=O.[Na+]. The catalyst is C(Cl)Cl. The product is [NH2:7][C:8]1[CH:13]=[CH:12][CH:11]=[CH:10][C:9]=1[NH:14][C:15](=[O:32])[C:16]1[CH:17]=[CH:18][C:19]([CH:22]=[CH:23][C:24]2[N:25]=[C:26]([NH2:31])[N:27]=[C:28]([NH2:30])[N:29]=2)=[CH:20][CH:21]=1. The yield is 0.980. (3) The reactants are C[O:2][C:3](=[O:32])[C:4]1[CH:9]=[CH:8][C:7]([CH:10]([C:23](=NN(C)C)[C:24]([F:27])([F:26])[F:25])[CH2:11][CH2:12][CH2:13][C:14]2[C:19](=[O:20])[NH:18][C:17]([NH2:21])=[N:16][C:15]=2[NH2:22])=[CH:6][CH:5]=1.C[OH:34].O. The catalyst is O. The product is [NH2:21][C:17]1[NH:18][C:19](=[O:20])[C:14]([CH2:13][CH2:12][CH2:11][CH:10]([C:7]2[CH:8]=[CH:9][C:4]([C:3]([OH:2])=[O:32])=[CH:5][CH:6]=2)[C:23](=[O:34])[C:24]([F:27])([F:26])[F:25])=[C:15]([NH2:22])[N:16]=1. The yield is 1.00. (4) The reactants are Br[CH2:2][C:3]([C:5]1[S:6][C:7]([Cl:10])=[CH:8][CH:9]=1)=O.[Cl:11][C:12]1[CH:17]=[CH:16][C:15](/[CH:18]=[N:19]/[NH:20][C:21](=[NH:23])[NH2:22])=[CH:14][CH:13]=1. The catalyst is C(O)C. The product is [Cl:11][C:12]1[CH:13]=[CH:14][C:15](/[CH:18]=[N:19]/[N:20]2[CH:2]=[C:3]([C:5]3[S:6][C:7]([Cl:10])=[CH:8][CH:9]=3)[N:22]=[C:21]2[NH2:23])=[CH:16][CH:17]=1. The yield is 0.720. (5) The reactants are [NH2:1][C:2]1[CH:3]=[CH:4][C:5]([C:8]#[N:9])=[N:6][CH:7]=1.[H-].[Na+].[CH2:12](Br)[C:13]1[CH:18]=[CH:17][CH:16]=[CH:15][CH:14]=1. The catalyst is CN(C)C=O.O. The product is [CH2:12]([N:1]([CH2:12][C:13]1[CH:18]=[CH:17][CH:16]=[CH:15][CH:14]=1)[C:2]1[CH:3]=[CH:4][C:5]([C:8]#[N:9])=[N:6][CH:7]=1)[C:13]1[CH:18]=[CH:17][CH:16]=[CH:15][CH:14]=1. The yield is 0.680. (6) The reactants are [C:1]1(=[O:7])[CH2:6][CH2:5][CH2:4][CH2:3][CH2:2]1.[CH2:8](O)[CH2:9][CH2:10][OH:11].C(OCC)(OCC)OCC.[OH-].[Na+]. The catalyst is ClCCl.[Cl-].[Zr+4].[Cl-].[Cl-].[Cl-]. The product is [CH2:10]1[O:11][C:1]2([CH2:6][CH2:5][CH2:4][CH2:3][CH2:2]2)[O:7][CH2:8][CH2:9]1. The yield is 0.550. (7) The reactants are O[C:2]([CH3:16])([CH3:15])[C:3]#[C:4][C:5]([C:7]1[CH:12]=[CH:11][C:10]([O:13][CH3:14])=[CH:9][CH:8]=1)=[O:6].CC[OH:19]. No catalyst specified. The product is [CH3:14][O:13][C:10]1[CH:11]=[CH:12][C:7]([C:5]2[O:6][C:2]([CH3:16])([CH3:15])[C:3](=[O:19])[CH:4]=2)=[CH:8][CH:9]=1. The yield is 0.920. (8) The reactants are [Cl-].O[NH3+:3].[C:4](=[O:7])([O-])[OH:5].[Na+].CS(C)=O.[CH3:13][C:14]1([CH3:49])[CH2:18][C:17]2[CH:19]=[C:20]([N:23]3[C:28](=[O:29])[C:27]([CH2:30][C:31]4[CH:36]=[CH:35][C:34]([C:37]5[C:38]([C:43]#[N:44])=[CH:39][CH:40]=[CH:41][CH:42]=5)=[CH:33][CH:32]=4)=[C:26]([CH2:45][CH2:46][CH3:47])[N:25]=[C:24]3[CH3:48])[CH:21]=[CH:22][C:16]=2[O:15]1. The catalyst is O.C(OCC)(=O)C. The product is [CH3:13][C:14]1([CH3:49])[CH2:18][C:17]2[CH:19]=[C:20]([N:23]3[C:28](=[O:29])[C:27]([CH2:30][C:31]4[CH:36]=[CH:35][C:34]([C:37]5[CH:42]=[CH:41][CH:40]=[CH:39][C:38]=5[C:43]5[NH:3][C:4](=[O:7])[O:5][N:44]=5)=[CH:33][CH:32]=4)=[C:26]([CH2:45][CH2:46][CH3:47])[N:25]=[C:24]3[CH3:48])[CH:21]=[CH:22][C:16]=2[O:15]1. The yield is 0.760. (9) The reactants are [F:1][C:2]1([F:41])[O:6][C:5]2[CH:7]=[CH:8][C:9]([C:11]3([C:14]([NH:16][C@H:17]4[C:26]5[C:21](=[CH:22][C:23]([C:27]([F:30])([F:29])[F:28])=[CH:24][CH:25]=5)[O:20][C@@H:19]([CH:31]5[CH2:36][CH2:35][CH2:34][CH:33]([C:37]([O:39]C)=[O:38])[CH2:32]5)[CH2:18]4)=[O:15])[CH2:13][CH2:12]3)=[CH:10][C:4]=2[O:3]1.[OH-].[Na+]. The catalyst is CO. The product is [F:41][C:2]1([F:1])[O:6][C:5]2[CH:7]=[CH:8][C:9]([C:11]3([C:14]([NH:16][C@H:17]4[C:26]5[C:21](=[CH:22][C:23]([C:27]([F:29])([F:30])[F:28])=[CH:24][CH:25]=5)[O:20][C@@H:19]([CH:31]5[CH2:36][CH2:35][CH2:34][CH:33]([C:37]([OH:39])=[O:38])[CH2:32]5)[CH2:18]4)=[O:15])[CH2:12][CH2:13]3)=[CH:10][C:4]=2[O:3]1. The yield is 0.800.